Task: Predict the product of the given reaction.. Dataset: Forward reaction prediction with 1.9M reactions from USPTO patents (1976-2016) Given the reactants Br[C:2]1[C:7]([NH2:8])=[C:6]([CH:9]([O:12][CH3:13])[O:10][CH3:11])[C:5]([Cl:14])=[CH:4][N:3]=1.[CH3:15][N:16]1[C:20](B2OC(C)(C)C(C)(C)O2)=[CH:19][CH:18]=[N:17]1.C(=O)([O-])[O-].[Na+].[Na+], predict the reaction product. The product is: [Cl:14][C:5]1[C:6]([CH:9]([O:12][CH3:13])[O:10][CH3:11])=[C:7]([NH2:8])[C:2]([C:20]2[N:16]([CH3:15])[N:17]=[CH:18][CH:19]=2)=[N:3][CH:4]=1.